Dataset: Forward reaction prediction with 1.9M reactions from USPTO patents (1976-2016). Task: Predict the product of the given reaction. (1) Given the reactants C[O:2][C:3](=O)[CH:4]=[C:5]([C:25](=[O:44])[NH:26][C:27]1[CH:32]=[C:31]([C:33]([CH3:36])([CH3:35])[CH3:34])[CH:30]=[C:29]([NH:37][S:38]([CH3:41])(=[O:40])=[O:39])[C:28]=1[O:42][CH3:43])[C:6]1[C:15]2[C:10](=[CH:11][CH:12]=[CH:13][CH:14]=2)[C:9]([O:16][CH2:17][CH2:18][N:19]2[CH2:24][CH2:23][O:22][CH2:21][CH2:20]2)=[CH:8][CH:7]=1.CCN(C(C)C)C(C)C, predict the reaction product. The product is: [C:33]([C:31]1[CH:32]=[C:27]([N:26]2[C:3](=[O:2])[CH:4]=[C:5]([C:6]3[C:15]4[C:10](=[CH:11][CH:12]=[CH:13][CH:14]=4)[C:9]([O:16][CH2:17][CH2:18][N:19]4[CH2:24][CH2:23][O:22][CH2:21][CH2:20]4)=[CH:8][CH:7]=3)[C:25]2=[O:44])[C:28]([O:42][CH3:43])=[C:29]([NH:37][S:38]([CH3:41])(=[O:40])=[O:39])[CH:30]=1)([CH3:34])([CH3:35])[CH3:36]. (2) The product is: [CH3:17][CH:15]1[O:16][CH:11]([CH3:10])[CH2:12][N:13]([C:2]2[CH:9]=[CH:8][C:5]([CH2:6][NH2:7])=[CH:4][CH:3]=2)[CH2:14]1. Given the reactants F[C:2]1[CH:9]=[CH:8][C:5]([C:6]#[N:7])=[CH:4][CH:3]=1.[CH3:10][CH:11]1[O:16][CH:15]([CH3:17])[CH2:14][NH:13][CH2:12]1, predict the reaction product. (3) Given the reactants C(=O)([O-])[O-].[K+].[K+].[I:7][C:8]1[CH:13]=[CH:12][C:11]([OH:14])=[CH:10][CH:9]=1.CS(O[CH:20]([CH3:42])[CH2:21][O:22][C:23]([C:36]1[CH:41]=[CH:40][CH:39]=[CH:38][CH:37]=1)([C:30]1[CH:35]=[CH:34][CH:33]=[CH:32][CH:31]=1)[C:24]1[CH:29]=[CH:28][CH:27]=[CH:26][CH:25]=1)(=O)=O, predict the reaction product. The product is: [I:7][C:8]1[CH:13]=[CH:12][C:11]([O:14][CH:20]([CH3:42])[CH2:21][O:22][C:23]([C:30]2[CH:35]=[CH:34][CH:33]=[CH:32][CH:31]=2)([C:24]2[CH:25]=[CH:26][CH:27]=[CH:28][CH:29]=2)[C:36]2[CH:41]=[CH:40][CH:39]=[CH:38][CH:37]=2)=[CH:10][CH:9]=1. (4) Given the reactants Cl[C:2]1[CH:11]=[CH:10][CH:9]=[CH:8][C:3]=1[CH2:4][CH2:5][CH:6]=[O:7].[CH:12]1(/[CH:18]=[CH:19]/[C:20](=[O:26])[C:21]([O:23][CH2:24][CH3:25])=[O:22])[CH2:17][CH2:16][CH2:15][CH2:14][CH2:13]1, predict the reaction product. The product is: [CH2:4]([C@@H:5]1[C:6](=[O:7])[O:26][C:20]([C:21]([O:23][CH2:24][CH3:25])=[O:22])=[CH:19][C@@H:18]1[CH:12]1[CH2:17][CH2:16][CH2:15][CH2:14][CH2:13]1)[C:3]1[CH:8]=[CH:9][CH:10]=[CH:11][CH:2]=1. (5) Given the reactants Br[C:2]1[CH:7]=[CH:6][C:5]([CH:8]2[O:12][CH2:11][CH2:10][O:9]2)=[CH:4][CH:3]=1.C([Li])CCC.[CH:18](N1CCOCC1)=[O:19], predict the reaction product. The product is: [O:9]1[CH2:10][CH2:11][O:12][CH:8]1[C:5]1[CH:6]=[CH:7][C:2]([CH:18]=[O:19])=[CH:3][CH:4]=1. (6) Given the reactants C([O:3][C:4]([C:6]1([C:9]2[CH:14]=[CH:13][C:12]([C:15]3[CH:20]=[CH:19][C:18]([C:21]4[S:22][C:23]([F:38])=[CH:24][C:25]=4[NH:26][C:27]([O:29][CH:30]([C:32]4[CH:36]=[CH:35][S:34][C:33]=4[CH3:37])[CH3:31])=[O:28])=[CH:17][CH:16]=3)=[CH:11][CH:10]=2)[CH2:8][CH2:7]1)=[O:5])C.[OH-].[Na+].Cl, predict the reaction product. The product is: [F:38][C:23]1[S:22][C:21]([C:18]2[CH:19]=[CH:20][C:15]([C:12]3[CH:11]=[CH:10][C:9]([C:6]4([C:4]([OH:5])=[O:3])[CH2:8][CH2:7]4)=[CH:14][CH:13]=3)=[CH:16][CH:17]=2)=[C:25]([NH:26][C:27]([O:29][CH:30]([C:32]2[CH:36]=[CH:35][S:34][C:33]=2[CH3:37])[CH3:31])=[O:28])[CH:24]=1. (7) Given the reactants [CH2:1]([O:3][C:4](=[O:19])[C:5]1[CH:10]=[C:9]([C:11]2[CH:16]=[CH:15][C:14]([CH3:17])=[CH:13][N:12]=2)[CH:8]=[C:7](N)[CH:6]=1)[CH3:2].N(OCCC(C)C)=O.C(I)[I:29], predict the reaction product. The product is: [CH2:1]([O:3][C:4](=[O:19])[C:5]1[CH:10]=[C:9]([C:11]2[CH:16]=[CH:15][C:14]([CH3:17])=[CH:13][N:12]=2)[CH:8]=[C:7]([I:29])[CH:6]=1)[CH3:2].